This data is from Reaction yield outcomes from USPTO patents with 853,638 reactions. The task is: Predict the reaction yield, written as a fraction of the theoretical maximum amount of product (1.0 means a 100% yield; for example, 0.34 means a 34% yield). The product is [Cl:2][C:3]1[N:4]=[CH:5][N:6]=[C:7]([NH2:1])[C:8]=1[NH2:9]. The catalyst is CO. The yield is 0.710. The reactants are [NH3:1].[Cl:2][C:3]1[C:8]([NH2:9])=[C:7](Cl)[N:6]=[CH:5][N:4]=1.